This data is from Full USPTO retrosynthesis dataset with 1.9M reactions from patents (1976-2016). The task is: Predict the reactants needed to synthesize the given product. (1) Given the product [Cl:8][C:6]1[CH:7]=[C:2]([Cl:1])[C:3]([CH2:9][Cl:13])=[CH:4][N:5]=1, predict the reactants needed to synthesize it. The reactants are: [Cl:1][C:2]1[CH:7]=[C:6]([Cl:8])[N:5]=[CH:4][C:3]=1[CH2:9]O.O=S(Cl)[Cl:13]. (2) Given the product [CH:1]1([C:4]2[C:5]([N:16]3[CH2:17][CH2:18][C:19]([F:23])([F:22])[CH2:20][CH2:21]3)=[CH:6][C:7]([O:14][CH3:15])=[C:8]([CH:13]=2)[CH:9]=[O:10])[CH2:3][CH2:2]1, predict the reactants needed to synthesize it. The reactants are: [CH:1]1([C:4]2[C:5]([N:16]3[CH2:21][CH2:20][C:19]([F:23])([F:22])[CH2:18][CH2:17]3)=[CH:6][C:7]([O:14][CH3:15])=[C:8]([CH:13]=2)[C:9](OC)=[O:10])[CH2:3][CH2:2]1.[H-].[Al+3].[Li+].[H-].[H-].[H-].O.[OH-].[Na+].